From a dataset of Full USPTO retrosynthesis dataset with 1.9M reactions from patents (1976-2016). Predict the reactants needed to synthesize the given product. (1) Given the product [CH2:1]([O:3][C:4]([C@H:6]1[C@H:10]([NH:40][C:52]([O:55][CH2:50][CH2:49][Si:46]([CH3:48])([CH3:47])[CH3:45])=[O:53])[CH2:9][N:8]([CH2:14][C:15]2[CH:16]=[CH:17][CH:18]=[CH:19][CH:20]=2)[CH2:7]1)=[O:5])[CH3:2], predict the reactants needed to synthesize it. The reactants are: [CH2:1]([O:3][C:4]([C@H:6]1[C@H:10](C(O)=O)[CH2:9][N:8]([CH2:14][C:15]2[CH:20]=[CH:19][CH:18]=[CH:17][CH:16]=2)[CH2:7]1)=[O:5])[CH3:2].C1C=CC(P(N=[N+]=[N-])(C2C=CC=CC=2)=O)=CC=1.CC[N:40](CC)CC.[CH3:45][Si:46]([CH:49](O)[CH3:50])([CH3:48])[CH3:47].[C:52]([O-:55])(O)=[O:53].[Na+]. (2) Given the product [CH2:52]([N:39]1[CH:38]=[N:37][C:36]2[C:40]1=[N:41][C:42]([NH:44][C@H:45]1[CH2:50][CH2:49][C@H:48]([OH:51])[CH2:47][CH2:46]1)=[N:43][C:35]=2[NH:34][C:30]1[CH:29]=[C:28]([NH:27][C:10](=[O:12])[C:9]#[C:8][C:5]2[CH:4]=[CH:3][C:2]([Cl:1])=[CH:7][CH:6]=2)[CH:33]=[CH:32][CH:31]=1)[CH3:53], predict the reactants needed to synthesize it. The reactants are: [Cl:1][C:2]1[CH:7]=[CH:6][C:5]([C:8]#[C:9][C:10]([OH:12])=O)=[CH:4][CH:3]=1.C1C=CC2N(O)N=NC=2C=1.C(Cl)CCl.[NH2:27][C:28]1[CH:29]=[C:30]([NH:34][C:35]2[N:43]=[C:42]([NH:44][CH:45]3[CH2:50][CH2:49][CH:48]([OH:51])[CH2:47][CH2:46]3)[N:41]=[C:40]3[C:36]=2[N:37]=[CH:38][N:39]3[CH2:52][CH3:53])[CH:31]=[CH:32][CH:33]=1. (3) Given the product [CH2:1]([O:3][C:4]([C:6]1([C:9]2[CH:10]=[CH:11][C:12]([C:15]3[CH:20]=[CH:19][C:18]([C:21]4[O:25][N:24]=[C:23]([CH3:26])[C:22]=4[CH2:27][NH:28][C:38]([C:35]4([C:29]5[CH:34]=[CH:33][CH:32]=[CH:31][CH:30]=5)[CH2:37][CH2:36]4)=[O:39])=[CH:17][CH:16]=3)=[CH:13][CH:14]=2)[CH2:8][CH2:7]1)=[O:5])[CH3:2], predict the reactants needed to synthesize it. The reactants are: [CH2:1]([O:3][C:4]([C:6]1([C:9]2[CH:14]=[CH:13][C:12]([C:15]3[CH:20]=[CH:19][C:18]([C:21]4[O:25][N:24]=[C:23]([CH3:26])[C:22]=4[CH2:27][NH2:28])=[CH:17][CH:16]=3)=[CH:11][CH:10]=2)[CH2:8][CH2:7]1)=[O:5])[CH3:2].[C:29]1([C:35]2([C:38](O)=[O:39])[CH2:37][CH2:36]2)[CH:34]=[CH:33][CH:32]=[CH:31][CH:30]=1. (4) Given the product [CH3:1][O:2][C:3]1[CH:8]=[CH:7][C:6]([CH:9]2[C:17]3[C:12](=[CH:13][CH:14]=[CH:15][CH:16]=3)[CH:11]([C:18]3[CH:19]=[CH:20][CH:21]=[CH:22][CH:23]=3)[CH:10]2[C:24]([OH:26])=[O:25])=[CH:5][CH:4]=1, predict the reactants needed to synthesize it. The reactants are: [CH3:1][O:2][C:3]1[CH:8]=[CH:7][C:6]([CH:9]2[C:17]3[C:12](=[CH:13][CH:14]=[CH:15][CH:16]=3)[C:11]([C:18]3[CH:23]=[CH:22][CH:21]=[CH:20][CH:19]=3)=[C:10]2[C:24]([O:26]CC)=[O:25])=[CH:5][CH:4]=1.C([SiH](CC)CC)C.B(F)(F)F.CCOCC.Cl. (5) The reactants are: Cl[C:2]1[N:3]=[CH:4][C:5]2[CH:10]=[C:9]([C:11]([N:13]([CH3:15])[CH3:14])=[O:12])[N:8]([CH:16]3[CH2:22][CH2:21][CH2:20][CH2:19][CH2:18][CH2:17]3)[C:6]=2[N:7]=1.[NH2:23][C:24]1[N:29]=[CH:28][C:27]([N:30]2[C:35](=[O:36])[CH2:34][C@H:33]3[CH2:37][N:38](C(OC(C)(C)C)=O)[CH2:39][C@H:32]3[CH2:31]2)=[CH:26][CH:25]=1. Given the product [CH:16]1([N:8]2[C:6]3[N:7]=[C:2]([NH:23][C:24]4[CH:25]=[CH:26][C:27]([N:30]5[C:35](=[O:36])[CH2:34][C@H:33]6[CH2:37][NH:38][CH2:39][C@H:32]6[CH2:31]5)=[CH:28][N:29]=4)[N:3]=[CH:4][C:5]=3[CH:10]=[C:9]2[C:11]([N:13]([CH3:15])[CH3:14])=[O:12])[CH2:22][CH2:21][CH2:20][CH2:19][CH2:18][CH2:17]1, predict the reactants needed to synthesize it. (6) Given the product [F:14][C:15]([F:30])([F:29])[C:16]1[CH:17]=[C:18]([CH:22]=[C:23]([C:25]([F:28])([F:27])[F:26])[CH:24]=1)[C:19]([N:7]1[CH2:32][C:33](=[O:34])[C:13]2[CH:12]=[CH:11][CH:10]=[CH:9][C:8]=2[C:1]2[CH:6]=[CH:5][CH:4]=[CH:3][C:2]1=2)=[O:20], predict the reactants needed to synthesize it. The reactants are: [C:1]1([C:8]2[CH:13]=[CH:12][CH:11]=[CH:10][CH:9]=2)[C:2]([NH2:7])=[CH:3][CH:4]=[CH:5][CH:6]=1.[F:14][C:15]([F:30])([F:29])[C:16]1[CH:17]=[C:18]([CH:22]=[C:23]([C:25]([F:28])([F:27])[F:26])[CH:24]=1)[C:19](Cl)=[O:20].Br[CH2:32][C:33](OCC)=[O:34].